Dataset: Catalyst prediction with 721,799 reactions and 888 catalyst types from USPTO. Task: Predict which catalyst facilitates the given reaction. (1) Reactant: [F:1][C:2]([F:32])([F:31])[C:3]1[CH:8]=[CH:7][C:6]([N:9]2[C:13](=[O:14])[NH:12][C:11]([C:15]3[C:16]([CH3:30])=[C:17]([CH:26]=[CH:27][C:28]=3[CH3:29])[CH2:18][NH:19]C(=O)C(F)(F)F)=[N:10]2)=[CH:5][CH:4]=1.[OH-].[K+]. Product: [NH2:19][CH2:18][C:17]1[C:16]([CH3:30])=[C:15]([C:11]2[NH:12][C:13](=[O:14])[N:9]([C:6]3[CH:7]=[CH:8][C:3]([C:2]([F:31])([F:32])[F:1])=[CH:4][CH:5]=3)[N:10]=2)[C:28]([CH3:29])=[CH:27][CH:26]=1. The catalyst class is: 1. (2) Reactant: Br[C:2]1[N:6]2[N:7]=[C:8]([NH2:11])[CH:9]=[CH:10][C:5]2=[N:4][CH:3]=1.[F:12][C:13]1[CH:18]=[CH:17][CH:16]=[CH:15][C:14]=1B(O)O.C([O-])([O-])=O.[Cs+].[Cs+].O1CCOCC1. The catalyst class is: 40. Product: [F:12][C:13]1[CH:18]=[CH:17][CH:16]=[CH:15][C:14]=1[C:2]1[N:6]2[N:7]=[C:8]([NH2:11])[CH:9]=[CH:10][C:5]2=[N:4][CH:3]=1. (3) Reactant: [Br:1][CH2:2][CH2:3][C:4]1[CH:5]=[C:6]([OH:10])[CH:7]=[CH:8][CH:9]=1. Product: [Br:1][CH2:2][CH2:3][C:4]1[CH:9]=[CH:8][CH:7]=[C:6]([O:10][C:4]([CH3:5])([CH3:9])[CH3:3])[CH:5]=1. The catalyst class is: 2. (4) Reactant: C[O:2][C:3](=[O:29])[C:4]1[CH:9]=[CH:8][C:7]([C:10]2[C:15]([C:16]#[C:17][C:18]3[CH:19]=[N:20][C:21]([NH2:24])=[CH:22][CH:23]=3)=[C:14]([CH2:25][CH3:26])[N:13]=[C:12]([NH2:27])[N:11]=2)=[CH:6][C:5]=1[Cl:28]. Product: [NH2:27][C:12]1[N:11]=[C:10]([C:7]2[CH:8]=[CH:9][C:4]([C:3]([OH:29])=[O:2])=[C:5]([Cl:28])[CH:6]=2)[C:15]([C:16]#[C:17][C:18]2[CH:19]=[N:20][C:21]([NH2:24])=[CH:22][CH:23]=2)=[C:14]([CH2:25][CH3:26])[N:13]=1. The catalyst class is: 1. (5) Reactant: [F:1][C:2]1([F:28])[CH2:7][CH2:6][N:5]([C:8]([NH:10]C(=O)OCC2C3C=CC=CC=3C3C2=CC=CC=3)=[S:9])[CH2:4][CH2:3]1.N1CCCCC1. Product: [F:28][C:2]1([F:1])[CH2:3][CH2:4][N:5]([C:8](=[S:9])[NH2:10])[CH2:6][CH2:7]1. The catalyst class is: 1. (6) Reactant: [CH2:1]([O:8][C:9]1[CH:14]=[C:13]([O:15][CH2:16][C:17]2[CH:22]=[CH:21][CH:20]=[CH:19][CH:18]=2)[C:12]([Cl:23])=[CH:11][C:10]=1[C:24]1[O:28][N:27]=[C:26]([CH3:29])[C:25]=1I)[C:2]1[CH:7]=[CH:6][CH:5]=[CH:4][CH:3]=1.[CH:31]([C:33]1[CH:34]=[C:35](B(O)O)[CH:36]=[CH:37][CH:38]=1)=[O:32].C(=O)([O-])O.[Na+]. Product: [CH2:1]([O:8][C:9]1[CH:14]=[C:13]([O:15][CH2:16][C:17]2[CH:22]=[CH:21][CH:20]=[CH:19][CH:18]=2)[C:12]([Cl:23])=[CH:11][C:10]=1[C:24]1[O:28][N:27]=[C:26]([CH3:29])[C:25]=1[C:37]1[CH:38]=[C:33]([CH:34]=[CH:35][CH:36]=1)[CH:31]=[O:32])[C:2]1[CH:7]=[CH:6][CH:5]=[CH:4][CH:3]=1. The catalyst class is: 233. (7) Reactant: CCN=C=NCCCN(C)C.[Cl:12][C:13]1[CH:14]=[C:15]2[C:20](=[CH:21][CH:22]=1)[CH:19]=[C:18]([S:23]([CH2:26][CH2:27][C:28]([N:30]1[CH2:35][CH2:34][CH:33]([NH2:36])[CH2:32][CH2:31]1)=[O:29])(=[O:25])=[O:24])[CH:17]=[CH:16]2.[NH:37]1[CH:41]=[C:40]([C:42](O)=[O:43])[N:39]=[CH:38]1.C1C=CC2N(O)N=NC=2C=1.C(=O)([O-])[O-].[K+].[K+]. Product: [Cl:12][C:13]1[CH:14]=[C:15]2[C:20](=[CH:21][CH:22]=1)[CH:19]=[C:18]([S:23]([CH2:26][CH2:27][C:28]([N:30]1[CH2:35][CH2:34][CH:33]([NH:36][C:42]([C:40]3[N:39]=[CH:38][NH:37][CH:41]=3)=[O:43])[CH2:32][CH2:31]1)=[O:29])(=[O:25])=[O:24])[CH:17]=[CH:16]2. The catalyst class is: 4.